From a dataset of Forward reaction prediction with 1.9M reactions from USPTO patents (1976-2016). Predict the product of the given reaction. (1) Given the reactants C(OP(O[CH2:10][C:11]1[O:15][N:14]=[C:13]([C:16]([O:18][CH2:19][CH3:20])=[O:17])[CH:12]=1)(OCC)=O)C.[CH3:21][C:22]1[CH:23]=[C:24](B(O)O)[CH:25]=[CH:26][CH:27]=1.C(=O)([O-])[O-].[K+].[K+].C1(P(C2C=CC=CC=2)C2C=CC=CC=2)C=CC=CC=1, predict the reaction product. The product is: [CH3:21][C:22]1[CH:27]=[C:26]([CH:25]=[CH:24][CH:23]=1)[CH2:10][C:11]1[O:15][N:14]=[C:13]([C:16]([O:18][CH2:19][CH3:20])=[O:17])[CH:12]=1. (2) Given the reactants C1(S(N2C=CC(C(=O)C)=C2)(=O)=O)C=CC=CC=1.[C:18]([O:25][CH2:26][CH3:27])(=O)[C:18]([O:25][CH2:26][CH3:27])=O.C[Si]([N-][Si](C)(C)C)(C)C.[Li+].[CH2:38]([O:40][C:41](=[O:61])[C:42](=O)[CH2:43][C:44]([C:46]1[CH:50]=[CH:49][N:48](S(C2C=CC=CC=2)(=O)=O)[CH:47]=1)=O)[CH3:39].[NH:62]([C:64]1[C:65](OC)=[N:66]C=C[CH:69]=1)[NH2:63].Cl, predict the reaction product. The product is: [CH2:38]([O:40][C:41]([C:42]1[CH:43]=[C:44]([C:46]2[CH:50]=[CH:49][NH:48][CH:47]=2)[N:62]([C:64]2[CH:65]=[N:66][C:26]([O:25][CH3:18])=[CH:27][CH:69]=2)[N:63]=1)=[O:61])[CH3:39]. (3) Given the reactants Br[C:2]1[CH:7]=[C:6]([Cl:8])[N:5]=[N:4][C:3]=1[NH2:9].Br[CH2:11][C:12]([C:14]1[CH:15]=[N:16][C:17]([CH3:20])=[CH:18][CH:19]=1)=O.[NH:21]1[CH2:26][CH2:25][O:24][CH2:23][CH2:22]1, predict the reaction product. The product is: [Cl:8][C:6]1[CH:7]=[C:2]([N:21]2[CH2:26][CH2:25][O:24][CH2:23][CH2:22]2)[C:3]2[N:4]([CH:11]=[C:12]([C:14]3[CH:15]=[N:16][C:17]([CH3:20])=[CH:18][CH:19]=3)[N:9]=2)[N:5]=1. (4) The product is: [C:9]([O:13][C:14](=[O:29])[NH:15][C:16]1[C:20]([NH:21][C:22]([O:24][C:25]([CH3:28])([CH3:27])[CH3:26])=[O:23])=[CH:19][S:18][C:17]=1[Br:8])([CH3:12])([CH3:11])[CH3:10]. Given the reactants C1C(=O)N([Br:8])C(=O)C1.[C:9]([O:13][C:14](=[O:29])[NH:15][C:16]1[C:20]([NH:21][C:22]([O:24][C:25]([CH3:28])([CH3:27])[CH3:26])=[O:23])=[CH:19][S:18][CH:17]=1)([CH3:12])([CH3:11])[CH3:10], predict the reaction product. (5) Given the reactants [NH2:1][C@@H:2]([C:8]([OH:10])=[O:9])[CH2:3][CH2:4][C:5](=[O:7])[NH2:6].N[C@H](C(O)=O)CC(=O)N.N[C@@H](C(O)=O)CC(=O)N.N[C@H](C(O)=O)CCC(=O)O.N[C@@H](C(O)=O)CCC(=O)O.N[C@H](C(O)=O)CC(=O)O.N[C@@H](C(O)=O)CC(=O)O, predict the reaction product. The product is: [NH2:1][C@H:2]([C:8]([OH:10])=[O:9])[CH2:3][CH2:4][C:5](=[O:7])[NH2:6].